This data is from Full USPTO retrosynthesis dataset with 1.9M reactions from patents (1976-2016). The task is: Predict the reactants needed to synthesize the given product. (1) Given the product [NH2:1][C:2]1[N:10]=[CH:9][CH:8]=[CH:7][C:3]=1[C:4]([O:6][CH3:11])=[O:5], predict the reactants needed to synthesize it. The reactants are: [NH2:1][C:2]1[N:10]=[CH:9][CH:8]=[CH:7][C:3]=1[C:4]([OH:6])=[O:5].[C:11]([O-])([O-])=O.[K+].[K+].IC. (2) Given the product [CH:1]1[C:6]2[CH2:7][C@H:8]3[N:13]([CH2:14][CH:15]4[CH2:18][CH2:17][CH2:16]4)[CH2:12][CH2:11][C@:10]45[C@H:19]([C@@H:21]([OH:24])[CH2:22][CH2:23][C@@:9]34[OH:25])[O:20][C:4]([C:5]=25)=[C:3]([OH:26])[CH:2]=1.[ClH:30], predict the reactants needed to synthesize it. The reactants are: [CH:1]1[C:6]2[CH2:7][C@H:8]3[N:13]([CH2:14][CH:15]4[CH2:18][CH2:17][CH2:16]4)[CH2:12][CH2:11][C@:10]45[C@H:19]([C@@H:21]([OH:24])[CH2:22][CH2:23][C@@:9]34[OH:25])[O:20][C:4]([C:5]=25)=[C:3]([OH:26])[CH:2]=1.C(O)C.[ClH:30]. (3) Given the product [F:3][C:4]1[C:12]([N:13]2[C:14](=[O:23])[C:15]3[C:20](=[CH:19][CH:18]=[CH:17][CH:16]=3)[C:21]2=[O:22])=[CH:11][CH:10]=[C:9]2[C:5]=1[CH:6]=[CH:7][N:8]2[CH2:31][C:26]1[CH:27]=[CH:28][CH:29]=[CH:30][N:25]=1, predict the reactants needed to synthesize it. The reactants are: [H-].[Na+].[F:3][C:4]1[C:12]([N:13]2[C:21](=[O:22])[C:20]3[C:15](=[CH:16][CH:17]=[CH:18][CH:19]=3)[C:14]2=[O:23])=[CH:11][CH:10]=[C:9]2[C:5]=1[CH:6]=[CH:7][NH:8]2.Cl.[N:25]1[CH:30]=[CH:29][CH:28]=[CH:27][C:26]=1[CH2:31]Cl.C(=O)([O-])[O-].[K+].[K+].OC1C=CC=C[N+]=1[O-].CCN=C=NCCCN(C)C.